Dataset: Forward reaction prediction with 1.9M reactions from USPTO patents (1976-2016). Task: Predict the product of the given reaction. (1) Given the reactants [Br:1][C:2]1[CH:7]=[CH:6][C:5]([C@H:8]2[C@H:13](C(O)=O)[CH2:12][CH2:11][CH2:10][O:9]2)=[CH:4][CH:3]=1.C([N:20](C(C)C)CC)(C)C.C1(P(N=[N+]=[N-])(C2C=CC=CC=2)=O)C=CC=CC=1.[OH-].[Na+], predict the reaction product. The product is: [Br:1][C:2]1[CH:7]=[CH:6][C:5]([C@H:8]2[C@H:13]([NH2:20])[CH2:12][CH2:11][CH2:10][O:9]2)=[CH:4][CH:3]=1. (2) Given the reactants Cl.C1(C)C=CC(NN)=CC=1.BrCC(OC)=O.[CH3:17][C:18]1[CH:23]=[CH:22][C:21]([N:24]([CH2:26][C:27]([O:29][CH3:30])=[O:28])N)=[CH:20][CH:19]=1.C(OC(OCC)CCCNC)C.CC1C=C2[C:50](=[CH:51][CH:52]=1)[N:49]([CH2:53][C:54](OC)=O)[CH:48]=C2CCNC.C=O.C(O)(C(F)(F)F)=O, predict the reaction product. The product is: [CH3:48][N:49]1[CH2:53][CH2:54][C:52]2[C:22]3[C:21](=[CH:20][CH:19]=[C:18]([CH3:17])[CH:23]=3)[N:24]([CH2:26][C:27]([O:29][CH3:30])=[O:28])[C:51]=2[CH2:50]1. (3) The product is: [C:1]([O:5][C:6]([N:8]1[CH2:9][CH:10]=[C:11]([C:14]2[N:15]=[CH:16][CH:17]=[CH:18][N:19]=2)[CH2:12][CH2:13]1)=[O:7])([CH3:4])([CH3:2])[CH3:3]. Given the reactants [C:1]([O:5][C:6]([N:8]1[CH2:13][CH2:12][C:11](O)([C:14]2[N:19]=[CH:18][CH:17]=[CH:16][N:15]=2)[CH2:10][CH2:9]1)=[O:7])([CH3:4])([CH3:3])[CH3:2].O=P(Cl)(Cl)Cl.O, predict the reaction product. (4) The product is: [Cl:1][C:2]1[CH:3]=[CH:4][C:5]([C@@:8]([NH:30][C:31]([CH:32]2[C:33]([C:38]([F:39])([F:41])[F:40])([C:34]([F:35])([F:36])[F:37])[O:55]2)=[O:42])([C:16]2[CH:21]=[C:20]([O:22][C:23]([F:27])([F:28])[CH:24]([F:26])[F:25])[CH:19]=[C:18]([F:29])[CH:17]=2)[CH2:9][C:10]2[CH:11]=[CH:12][CH:13]=[CH:14][CH:15]=2)=[N:6][CH:7]=1. Given the reactants [Cl:1][C:2]1[CH:3]=[CH:4][C:5]([C@@:8]([NH:30][C:31](=[O:42])[CH:32]=[C:33]([C:38]([F:41])([F:40])[F:39])[C:34]([F:37])([F:36])[F:35])([C:16]2[CH:21]=[C:20]([O:22][C:23]([F:28])([F:27])[CH:24]([F:26])[F:25])[CH:19]=[C:18]([F:29])[CH:17]=2)[CH2:9][C:10]2[CH:15]=[CH:14][CH:13]=[CH:12][CH:11]=2)=[N:6][CH:7]=1.C1(C2C=C[N+]([O-:55])=CC=2)C=CC=CC=1.[O-]Cl.[Na+], predict the reaction product. (5) Given the reactants [CH2:1]([N:8]1[C:13](=[O:14])[CH:12]=[CH:11][C:10]([C:15]2[C:16]3[N:17]([N:23]=[C:24]([CH:30]([CH3:32])[CH3:31])[C:25]=3[C:26]([O:28]C)=[O:27])[C:18]([O:21][CH3:22])=[CH:19][CH:20]=2)=[N:9]1)[C:2]1[CH:7]=[CH:6][CH:5]=[CH:4][CH:3]=1.[OH-].[Li+].Cl, predict the reaction product. The product is: [CH2:1]([N:8]1[C:13](=[O:14])[CH:12]=[CH:11][C:10]([C:15]2[C:16]3[N:17]([N:23]=[C:24]([CH:30]([CH3:32])[CH3:31])[C:25]=3[C:26]([OH:28])=[O:27])[C:18]([O:21][CH3:22])=[CH:19][CH:20]=2)=[N:9]1)[C:2]1[CH:3]=[CH:4][CH:5]=[CH:6][CH:7]=1. (6) Given the reactants [Br:1][C:2]1[C:3]([CH3:9])=[CH:4][C:5]([OH:8])=[N:6][CH:7]=1.O[CH2:11][C:12]1([C:16]([O:18][CH2:19][CH3:20])=[O:17])[CH2:15][CH2:14][CH2:13]1.C1(P(C2C=CC=CC=2)C2C=CC=CC=2)C=CC=CC=1.N(C(OCC)=O)=NC(OCC)=O.C1(C)C=CC=CC=1, predict the reaction product. The product is: [Br:1][C:2]1[C:3]([CH3:9])=[CH:4][C:5]([O:8][CH2:11][C:12]2([C:16]([O:18][CH2:19][CH3:20])=[O:17])[CH2:15][CH2:14][CH2:13]2)=[N:6][CH:7]=1.